Predict the product of the given reaction. From a dataset of Forward reaction prediction with 1.9M reactions from USPTO patents (1976-2016). (1) Given the reactants [O:1]=[C:2]1[C@@H:6](OS(C)(=O)=O)[CH2:5][CH2:4][NH:3]1.[CH3:12][O:13][C:14]1[CH:15]=[C:16]2[C:25](=[CH:26][CH:27]=1)[C:24](=[O:28])[C:18]1([CH2:23][CH2:22][NH:21][CH2:20][CH2:19]1)[CH2:17]2.CCN(C(C)C)C(C)C, predict the reaction product. The product is: [CH3:12][O:13][C:14]1[CH:15]=[C:16]2[C:25](=[CH:26][CH:27]=1)[C:24](=[O:28])[C:18]1([CH2:23][CH2:22][N:21]([CH:6]3[CH2:5][CH2:4][NH:3][C:2]3=[O:1])[CH2:20][CH2:19]1)[CH2:17]2. (2) Given the reactants [CH3:1][O:2][C:3]1[CH:4]=[C:5]2[C:10](=[CH:11][CH:12]=1)[CH2:9][C:8](=[O:13])[CH2:7][CH2:6]2.CO[CH:16](OC)[N:17]([CH3:19])[CH3:18].C1(C)C=CC(S(O)(=O)=O)=CC=1, predict the reaction product. The product is: [CH3:16][N:17](/[CH:19]=[C:9]1/[C:8](=[O:13])[CH2:7][CH2:6][C:5]2[C:10]/1=[CH:11][CH:12]=[C:3]([O:2][CH3:1])[CH:4]=2)[CH3:18]. (3) Given the reactants [F:1][C:2]([F:33])([F:32])[CH2:3][CH2:4][CH2:5][O:6][C:7]1[CH:31]=[CH:30][C:10]([C:11]([NH:13][CH:14]([CH2:18][C:19]2[CH:24]=[CH:23][C:22]([O:25][C:26]([F:29])([F:28])[F:27])=[CH:21][CH:20]=2)[C:15](O)=[O:16])=[O:12])=[CH:9][CH:8]=1.[NH3:34], predict the reaction product. The product is: [NH2:34][C:15](=[O:16])[CH:14]([NH:13][C:11](=[O:12])[C:10]1[CH:30]=[CH:31][C:7]([O:6][CH2:5][CH2:4][CH2:3][C:2]([F:33])([F:32])[F:1])=[CH:8][CH:9]=1)[CH2:18][C:19]1[CH:24]=[CH:23][C:22]([O:25][C:26]([F:29])([F:28])[F:27])=[CH:21][CH:20]=1.